The task is: Regression. Given two drug SMILES strings and cell line genomic features, predict the synergy score measuring deviation from expected non-interaction effect.. This data is from NCI-60 drug combinations with 297,098 pairs across 59 cell lines. (1) Drug 1: CC12CCC(CC1=CCC3C2CCC4(C3CC=C4C5=CN=CC=C5)C)O. Synergy scores: CSS=20.0, Synergy_ZIP=-5.66, Synergy_Bliss=-0.0484, Synergy_Loewe=-16.6, Synergy_HSA=0.574. Cell line: NCI/ADR-RES. Drug 2: CC1C(C(CC(O1)OC2CC(CC3=C2C(=C4C(=C3O)C(=O)C5=CC=CC=C5C4=O)O)(C(=O)C)O)N)O. (2) Drug 1: CC12CCC3C(C1CCC2=O)CC(=C)C4=CC(=O)C=CC34C. Drug 2: CCC1(CC2CC(C3=C(CCN(C2)C1)C4=CC=CC=C4N3)(C5=C(C=C6C(=C5)C78CCN9C7C(C=CC9)(C(C(C8N6C)(C(=O)OC)O)OC(=O)C)CC)OC)C(=O)OC)O.OS(=O)(=O)O. Cell line: A549. Synergy scores: CSS=47.6, Synergy_ZIP=5.44, Synergy_Bliss=6.72, Synergy_Loewe=-2.99, Synergy_HSA=7.81.